Dataset: Peptide-MHC class I binding affinity with 185,985 pairs from IEDB/IMGT. Task: Regression. Given a peptide amino acid sequence and an MHC pseudo amino acid sequence, predict their binding affinity value. This is MHC class I binding data. (1) The peptide sequence is NIRLTDTEYR. The MHC is HLA-A68:01 with pseudo-sequence HLA-A68:01. The binding affinity (normalized) is 0.970. (2) The peptide sequence is DFPIFNQRY. The MHC is HLA-A01:01 with pseudo-sequence HLA-A01:01. The binding affinity (normalized) is 0.0847. (3) The peptide sequence is KLQKDLEGL. The MHC is HLA-A02:03 with pseudo-sequence HLA-A02:03. The binding affinity (normalized) is 0.559. (4) The peptide sequence is IPVRRGYTT. The MHC is HLA-B07:02 with pseudo-sequence HLA-B07:02. The binding affinity (normalized) is 0.356.